Dataset: Reaction yield outcomes from USPTO patents with 853,638 reactions. Task: Predict the reaction yield, written as a fraction of the theoretical maximum amount of product (1.0 means a 100% yield; for example, 0.34 means a 34% yield). (1) The reactants are [H-].[Na+].[SH:3][C:4]1[S:5][C:6]2[CH:12]=[C:11]([C:13]#[N:14])[CH:10]=[CH:9][C:7]=2[N:8]=1.I[CH3:16].O. The catalyst is CN(C=O)C. The product is [CH3:16][S:3][C:4]1[S:5][C:6]2[CH:12]=[C:11]([C:13]#[N:14])[CH:10]=[CH:9][C:7]=2[N:8]=1. The yield is 0.890. (2) The reactants are [C:1]([C:4](C)([CH2:10][CH2:11][CH2:12][CH2:13][CH2:14][C:15]([O:17]CC)=[O:16])[C:5](OCC)=O)(=[O:3])[CH3:2].Cl. No catalyst specified. The product is [CH3:5][CH:4]([C:1](=[O:3])[CH3:2])[CH2:10][CH2:11][CH2:12][CH2:13][CH2:14][C:15]([OH:17])=[O:16]. The yield is 1.00. (3) The reactants are [C:1]([C:5]1[CH:10]=[C:9](Br)[C:8]([N+:12]([O-:14])=[O:13])=[CH:7][C:6]=1[OH:15])([CH3:4])([CH3:3])[CH3:2].[CH2:16]([O:18][C:19]1[CH:24]=[CH:23][CH:22]=[CH:21][C:20]=1B(O)O)[CH3:17].C(=O)([O-])[O-].[K+].[K+].O. The catalyst is CN(C=O)C.C1C=CC([P]([Pd]([P](C2C=CC=CC=2)(C2C=CC=CC=2)C2C=CC=CC=2)([P](C2C=CC=CC=2)(C2C=CC=CC=2)C2C=CC=CC=2)[P](C2C=CC=CC=2)(C2C=CC=CC=2)C2C=CC=CC=2)(C2C=CC=CC=2)C2C=CC=CC=2)=CC=1. The product is [C:1]([C:5]1[CH:10]=[C:9]([C:20]2[CH:21]=[CH:22][CH:23]=[CH:24][C:19]=2[O:18][CH2:16][CH3:17])[C:8]([N+:12]([O-:14])=[O:13])=[CH:7][C:6]=1[OH:15])([CH3:4])([CH3:3])[CH3:2]. The yield is 0.920. (4) The reactants are [CH:1]1([CH:6]([OH:17])[C:7]([O:9][CH2:10][C:11]2[CH:16]=[CH:15][CH:14]=[CH:13][CH:12]=2)=[O:8])[CH2:5][CH2:4][CH2:3][CH2:2]1.CC(OI1(OC(C)=O)(OC(C)=O)OC(=O)C2C=CC=CC1=2)=O. The catalyst is ClCCl.S([O-])([O-])(=O)=S.[Na+].[Na+]. The product is [O:17]=[C:6]([CH:1]1[CH2:5][CH2:4][CH2:3][CH2:2]1)[C:7]([O:9][CH2:10][C:11]1[CH:12]=[CH:13][CH:14]=[CH:15][CH:16]=1)=[O:8]. The yield is 0.790. (5) The reactants are Br[CH2:2][CH2:3][O:4][C:5]1[CH:10]=[CH:9][C:8]([N:11]2[CH:16]=[CH:15][C:14]([O:17][CH2:18][C:19]3[CH:24]=[CH:23][C:22]([Cl:25])=[CH:21][N:20]=3)=[CH:13][C:12]2=[O:26])=[CH:7][CH:6]=1.[CH:27]([NH:30][CH3:31])([CH3:29])[CH3:28].CN(C=O)C. The catalyst is O. The product is [Cl:25][C:22]1[CH:23]=[CH:24][C:19]([CH2:18][O:17][C:14]2[CH:15]=[CH:16][N:11]([C:8]3[CH:9]=[CH:10][C:5]([O:4][CH2:3][CH2:2][N:30]([CH:27]([CH3:29])[CH3:28])[CH3:31])=[CH:6][CH:7]=3)[C:12](=[O:26])[CH:13]=2)=[N:20][CH:21]=1. The yield is 0.990.